Dataset: TCR-epitope binding with 47,182 pairs between 192 epitopes and 23,139 TCRs. Task: Binary Classification. Given a T-cell receptor sequence (or CDR3 region) and an epitope sequence, predict whether binding occurs between them. (1) The epitope is EIYKRWII. The TCR CDR3 sequence is CATSALVGQDIANTGELFF. Result: 0 (the TCR does not bind to the epitope). (2) The epitope is YLNTLTLAV. The TCR CDR3 sequence is CASTGGVNDNEQFF. Result: 0 (the TCR does not bind to the epitope). (3) The epitope is TPGPGVRYPL. The TCR CDR3 sequence is CASRAGQGATEAFF. Result: 0 (the TCR does not bind to the epitope). (4) The epitope is HTDFSSEIIGY. The TCR CDR3 sequence is CASSLGSQGPYNEQFF. Result: 0 (the TCR does not bind to the epitope). (5) The epitope is NLVPMVATV. The TCR CDR3 sequence is CASHPGAGPSYNEQFF. Result: 1 (the TCR binds to the epitope). (6) The epitope is NLNESLIDL. The TCR CDR3 sequence is CASSLAIPSDYGYTF. Result: 0 (the TCR does not bind to the epitope).